Dataset: Reaction yield outcomes from USPTO patents with 853,638 reactions. Task: Predict the reaction yield, written as a fraction of the theoretical maximum amount of product (1.0 means a 100% yield; for example, 0.34 means a 34% yield). (1) No catalyst specified. The yield is 0.580. The reactants are [Br:1][C:2]1[CH:10]=[CH:9][CH:8]=[C:7]2[C:3]=1[CH:4]=[N:5][NH:6]2.Br[CH2:12][C:13]1[CH:18]=[CH:17][CH:16]=[C:15]([C:19]([F:22])([F:21])[F:20])[CH:14]=1. The product is [Br:1][C:2]1[C:3]2[C:7]([CH:8]=[CH:9][CH:10]=1)=[N:6][N:5]([CH2:12][C:13]1[CH:18]=[CH:17][CH:16]=[C:15]([C:19]([F:20])([F:21])[F:22])[CH:14]=1)[CH:4]=2. (2) The reactants are [N+:1]([C:4]1[CH:9]=[CH:8][C:7]([C:10]2[CH:15]=[CH:14][N:13]3[C:16]4[CH:22]=[CH:21][CH:20]=[CH:19][C:17]=4[N:18]=[C:12]3[N:11]=2)=[CH:6][CH:5]=1)([O-])=O.O.O.Cl[Sn]Cl. The catalyst is C(O)C. The product is [N:11]1[C:12]2[N:13]([C:16]3[CH:22]=[CH:21][CH:20]=[CH:19][C:17]=3[N:18]=2)[CH:14]=[CH:15][C:10]=1[C:7]1[CH:6]=[CH:5][C:4]([NH2:1])=[CH:9][CH:8]=1. The yield is 0.670.